This data is from TCR-epitope binding with 47,182 pairs between 192 epitopes and 23,139 TCRs. The task is: Binary Classification. Given a T-cell receptor sequence (or CDR3 region) and an epitope sequence, predict whether binding occurs between them. (1) The epitope is NLDSKVGGNY. The TCR CDR3 sequence is CASSWDSYEQYF. Result: 1 (the TCR binds to the epitope). (2) The epitope is KAFSPEVIPMF. The TCR CDR3 sequence is CASSEWSGNTGELFF. Result: 0 (the TCR does not bind to the epitope). (3) The epitope is AVFDRKSDAK. The TCR CDR3 sequence is CASSPVTGGGSGANVLTF. Result: 1 (the TCR binds to the epitope). (4) The epitope is ATDALMTGY. The TCR CDR3 sequence is CSAWTPDTGELFF. Result: 0 (the TCR does not bind to the epitope). (5) The epitope is FLASKIGRLV. The TCR CDR3 sequence is CASIPTAMNTEAFF. Result: 0 (the TCR does not bind to the epitope). (6) The epitope is VLAWLYAAV. Result: 0 (the TCR does not bind to the epitope). The TCR CDR3 sequence is CASSFGATDTQYF. (7) The epitope is KLSALGINAV. The TCR CDR3 sequence is CSGVVGRGAYNEQFF. Result: 0 (the TCR does not bind to the epitope). (8) The epitope is VTEHDTLLY. The TCR CDR3 sequence is CASSWYRGRSTEAFF. Result: 0 (the TCR does not bind to the epitope). (9) The epitope is VLQAVGACV. The TCR CDR3 sequence is CASSRAGGTASYEQYF. Result: 0 (the TCR does not bind to the epitope).